Dataset: Experimentally validated miRNA-target interactions with 360,000+ pairs, plus equal number of negative samples. Task: Binary Classification. Given a miRNA mature sequence and a target amino acid sequence, predict their likelihood of interaction. (1) The miRNA is hsa-miR-527 with sequence CUGCAAAGGGAAGCCCUUUC. The protein sequence of the target gene is MFGDLFEEEYSTVSNNQYGKGKKLKTKALEPPAPREFTNLSGIRNQGGTCYLNSLLQTLHFTPEFREALFSLGPEELGLFEDKDKPDAKVRIIPLQLQRLFAQLLLLDQEAASTADLTDSFGWTSNEEMRQHDVQELNRILFSALETSLVGTSGHDLIYRLYHGTIVNQIVCKECKNVSERQEDFLDLTVAVKNVSGLEDALWNMYVEEEVFDCDNLYHCGTCDRLVKAAKSAKLRKLPPFLTVSLLRFNFDFVKCERYKETSCYTFPLRINLKPFCEQSELDDLEYIYDLFSVIIHKGG.... Result: 0 (no interaction). (2) The miRNA is cel-miR-1819-3p with sequence UGGAAUGAUUGAGCUUGAUGGA. The protein sequence of the target gene is MATPTESELASPIPQTNPGSYEELHRKARDVFPTCFEGAKLMVNKGLSSHFQVSHTLSLSAMNTGYRFGATYVGTNQVGPAEAYPILLGDTDVNGNTTATILHQLGIYRTKLQGQIQQGKLAGAQATIERKGRLSTLGLTLANIDLVNEAGILVGQFLRRLTPRLDVGTEMVYQYGKNIPGGQISVLSYAARYTANHFIAAATLGASGVHLTYYHKQNENLAFGVEFECNANVGEAVTTLAYQTELPEEGVTMRASFDTNWTVGGVFEKRLSQQLPFTLALSGTLNHVKAAGKFGIGLII.... Result: 1 (interaction). (3) The miRNA is hsa-miR-499a-3p with sequence AACAUCACAGCAAGUCUGUGCU. The protein sequence of the target gene is MKQRFSALQLLKLLLLLQPPLPRALREALCPEPCNCVPDGALRCPGPTAGLTRLSLAYLPVKVIPSQAFRGLNEVIKIEISQIDSLERIEANAFDNLLNLSEILIQNTKNLRYIEPGAFINLPRLKYLSICNTGIRKFPDVTKVFSSESNFILEICDNLHITTIPGNAFQGMNNESVTLKLYGNGFEEVQSHAFNGTTLTSLELKENVHLEKMHNGAFRGATGPKTLDISSTKLQALPSYGLESIQRLIATSSYSLKKLPSRETFVNLLEATLTYPSHCCAFRNLPTKEQNFSHSISENF.... Result: 0 (no interaction). (4) The miRNA is hsa-miR-324-5p with sequence CGCAUCCCCUAGGGCAUUGGUG. The protein sequence of the target gene is MAILSLRAPGPWQAMQVWADRTLLTPHTGVTSQVLGVAAAVMTPLPGGHAAGRTREARWDAMEYDEKLARFRQAHLNPFNKQSGPRQHEQGPGEEVPDVTPEEALPELPPGEPEFRCPERVMDLGLSEDHFSRPVGLFLASDVQQLRQAIEECKQVILELPEQSEKQKDAVVRLIHLRLKLQELKDPNEDEPNIRVLLEHRFYKEKSKSVKQTCDKCNTIIWGLIQTWYTCTGCYYRCHSKCLNLISKPCVSSKVSHQAEYELNICPETGLDSQDYRCAECRAPISLRGVPSEARQCDYT.... Result: 1 (interaction). (5) The miRNA is hsa-miR-1255b-5p with sequence CGGAUGAGCAAAGAAAGUGGUU. The protein sequence of the target gene is MTFEDVAVYFSQEEWGLLDTAQRALYRHVMLENFTLVTSLGLSTSRPRVVIQLERGEEPWVPSGKDMTLARNTYGRLNSGSWSLTEDRDVSGEWPRAFPDTPPGMTTSVFPVADACHSVKSLQRQPGASPSQERKPTGVSVIYWERLLLGSRSDQASISLRLTSPLRPPKSSRPREKTFTEYRVPGRQPRTPERQKPCAQEVPGRAFGNASDLKAASGGRDRRMGAAWQEPHRLLGGQEPSTWDELGEALHAGEKSFECRACSKVFVKSSDLLKHLRTHTGERPYECTQCGKAFSQTSHL.... Result: 0 (no interaction). (6) The protein sequence of the target gene is MGSEQSSEAESRPNDLNSSVTPSPAKHRAKMDDIVVVAQGSQASRNVSNDPDVIKLQEIPTFQPLLKGLLSGQTSPTNAKLEKLDSQQVLQLCLRYQDHLHQCAEAVAFDQNALVKRIKEMDLSVETLFSFMQERQKRYAKYAEQIQKVNEMSAILRRIQMGIDQTVPLLDRLNSMLPEGERLEPFSMKPDRELRL. Result: 1 (interaction). The miRNA is hsa-miR-362-5p with sequence AAUCCUUGGAACCUAGGUGUGAGU. (7) The miRNA is hsa-miR-30a-5p with sequence UGUAAACAUCCUCGACUGGAAG. The protein sequence of the target gene is MKYSCCALVLAVLGTELLGSLCSTVRSPRFRGRIQQERKNIRPNIILVLTDDQDVELGSLQVMNKTRKIMEHGGATFINAFVTTPMCCPSRSSMLTGKYVHNHNVYTNNENCSSPSWQAMHEPRTFAVYLNNTGYRTAFFGKYLNEYNGSYIPPGWREWLGLIKNSRFYNYTVCRNGIKEKHGFDYAKDYFTDLITNESINYFKMSKRMYPHRPVMMVISHAAPHGPEDSAPQFSKLYPNASQHITPSYNYAPNMDKHWIMQYTGPMLPIHMEFTNILQRKRLQTLMSVDDSVERLYNML.... Result: 0 (no interaction). (8) The miRNA is hsa-miR-4665-5p with sequence CUGGGGGACGCGUGAGCGCGAGC. The protein sequence of the target gene is MRYNEKELQALSRQPAEMAAELGMRGPKKGSVLKRRLVKLVVNFLFYFRTDEAEPVGALLLERCRVVREEPGTFSISFIEDPERKYHFECSSEEQCQEWMEALRRASYEFMRRSLIFYRNEIRKVTGKDPLEQFGISEEARFQLSGLQA. Result: 0 (no interaction). (9) The miRNA is hsa-miR-6851-5p with sequence AGGAGGUGGUACUAGGGGCCAGC. Result: 0 (no interaction). The protein sequence of the target gene is MAPHWAVWLLAARLWGLGIGAEVWWNLVPRKTVSSGELATVVRRFSQTGIQDFLTLTLTEPTGLLYVGAREALFAFSMEALELQGAISWEAPVEKKTECIQKGKNNQTECFNFIRFLQPYNASHLYVCGTYAFQPKCTYVNMLTFTLEHGEFEDGKGKCPYDPAKGHAGLLVDGELYSATLNNFLGTEPIILRNMGPHHSMKTEYLAFWLNEPHFVGSAYVPESVGSFTGDDDKVYFFFRERAVESDCYAEQVVARVARVCKGDMGGARTLQRKWTTFLKARLACSAPNWQLYFNQLQAM....